Dataset: Reaction yield outcomes from USPTO patents with 853,638 reactions. Task: Predict the reaction yield, written as a fraction of the theoretical maximum amount of product (1.0 means a 100% yield; for example, 0.34 means a 34% yield). (1) The reactants are [CH3:1][O:2][C:3]1[CH:4]=[C:5]2[C:10](=[CH:11][C:12]=1[O:13][CH3:14])[NH:9][C:8](=[O:15])[CH:7]=[N:6]2.[H-].[Na+].CS(O[CH2:23][CH2:24][N:25]1[CH2:30][CH2:29][CH:28]([NH:31][C:32]([O:34][C:35]([CH3:38])([CH3:37])[CH3:36])=[O:33])[CH2:27][CH2:26]1)(=O)=O.COC1C=C2C(C=CC(=O)N2CCN2CCC(NC(=O)OC(C)(C)C)CC2)=CC=1. The catalyst is CC(C)=O. The product is [CH3:1][O:2][C:3]1[CH:4]=[C:5]2[C:10](=[CH:11][C:12]=1[O:13][CH3:14])[N:9]([CH2:23][CH2:24][N:25]1[CH2:30][CH2:29][CH:28]([NH:31][C:32](=[O:33])[O:34][C:35]([CH3:38])([CH3:37])[CH3:36])[CH2:27][CH2:26]1)[C:8](=[O:15])[CH:7]=[N:6]2. The yield is 0.280. (2) The reactants are [CH3:1][N:2]1[CH2:8][CH2:7][CH2:6][CH2:5][C@H:4]([NH:9]C(=O)OC(C)(C)C)[C:3]1=[O:17].Cl. The catalyst is O1CCOCC1. The product is [NH2:9][C@H:4]1[CH2:5][CH2:6][CH2:7][CH2:8][N:2]([CH3:1])[C:3]1=[O:17]. The yield is 1.00. (3) The reactants are [C:1]([C:5]1[CH:31]=[CH:30][C:8]([NH:9][C:10]2[CH:29]=[CH:28][C:13]([O:14][C:15]3[C:24]4[C:19](=[CH:20][C:21]([OH:27])=[C:22]([O:25][CH3:26])[CH:23]=4)[N:18]=[CH:17][N:16]=3)=[CH:12][CH:11]=2)=[CH:7][CH:6]=1)([CH3:4])([CH3:3])[CH3:2].C(=O)([O-])[O-].[K+].[K+].Cl.Cl[CH2:40][CH2:41][N:42]1[CH2:47][CH2:46][O:45][CH2:44][CH2:43]1.CN(C)C=O. The catalyst is O. The product is [C:1]([C:5]1[CH:31]=[CH:30][C:8]([NH:9][C:10]2[CH:29]=[CH:28][C:13]([O:14][C:15]3[C:24]4[C:19](=[CH:20][C:21]([O:27][CH2:40][CH2:41][N:42]5[CH2:47][CH2:46][O:45][CH2:44][CH2:43]5)=[C:22]([O:25][CH3:26])[CH:23]=4)[N:18]=[CH:17][N:16]=3)=[CH:12][CH:11]=2)=[CH:7][CH:6]=1)([CH3:4])([CH3:2])[CH3:3]. The yield is 0.940. (4) The reactants are [CH2:1]([C:13]1[CH:19]=[CH:18][C:16]([NH2:17])=[CH:15][CH:14]=1)[CH2:2][CH2:3][CH2:4][CH2:5][CH2:6][CH2:7][CH2:8][CH2:9][CH2:10][CH2:11][CH3:12].[S-:20][C:21]#[N:22].[K+].BrBr.O. The catalyst is C(O)(=O)C. The product is [NH2:22][C:21]1[S:20][C:18]2[CH:19]=[C:13]([CH2:1][CH2:2][CH2:3][CH2:4][CH2:5][CH2:6][CH2:7][CH2:8][CH2:9][CH2:10][CH2:11][CH3:12])[CH:14]=[CH:15][C:16]=2[N:17]=1. The yield is 0.418.